Dataset: Full USPTO retrosynthesis dataset with 1.9M reactions from patents (1976-2016). Task: Predict the reactants needed to synthesize the given product. Given the product [CH2:1]([O:8][C:9]1[CH:10]=[C:11]2[C:16](=[CH:17][CH:18]=1)[C:15](=[O:19])[N:14]([CH2:20][CH:21]([CH3:23])[CH3:22])[C:13]([CH2:24][Cl:33])=[C:12]2[C:26]1[S:27][CH:28]=[CH:29][CH:30]=1)[C:2]1[CH:7]=[CH:6][CH:5]=[CH:4][CH:3]=1, predict the reactants needed to synthesize it. The reactants are: [CH2:1]([O:8][C:9]1[CH:10]=[C:11]2[C:16](=[CH:17][CH:18]=1)[C:15](=[O:19])[N:14]([CH2:20][CH:21]([CH3:23])[CH3:22])[C:13]([CH2:24]O)=[C:12]2[C:26]1[S:27][CH:28]=[CH:29][CH:30]=1)[C:2]1[CH:7]=[CH:6][CH:5]=[CH:4][CH:3]=1.S(Cl)([Cl:33])=O.C(=O)([O-])O.[Na+].